Dataset: Full USPTO retrosynthesis dataset with 1.9M reactions from patents (1976-2016). Task: Predict the reactants needed to synthesize the given product. Given the product [OH:4][C@@H:5]([CH2:11][C:12]1[CH:17]=[CH:16][CH:15]=[CH:14][C:13]=1[O:18][CH:19]1[CH2:24][CH2:23][CH2:22][CH2:21][O:20]1)[C:6]([O:8][CH2:9][CH3:10])=[O:7], predict the reactants needed to synthesize it. The reactants are: C([O:4][C@@H:5]([CH2:11][C:12]1[CH:17]=[CH:16][CH:15]=[CH:14][C:13]=1[O:18][CH:19]1[CH2:24][CH2:23][CH2:22][CH2:21][O:20]1)[C:6]([O:8][CH2:9][CH3:10])=[O:7])(=O)C.[O-]CC.[Na+].